From a dataset of Forward reaction prediction with 1.9M reactions from USPTO patents (1976-2016). Predict the product of the given reaction. (1) The product is: [CH3:1][O:2][C:3]1[CH:8]=[C:7]([CH3:9])[C:6]([N:10]2[C:41](=[O:42])[CH2:40][S:12]/[C:11]/2=[N:13]/[N:14]=[CH:15]\[C:16]2[CH:17]=[CH:18][C:19]([C:22]3[N:26]=[CH:25][N:24]([C:27]4[CH:32]=[CH:31][C:30]([O:33][C:34]([F:36])([F:37])[F:35])=[CH:29][CH:28]=4)[N:23]=3)=[CH:20][CH:21]=2)=[C:5]([CH3:38])[CH:4]=1. Given the reactants [CH3:1][O:2][C:3]1[CH:8]=[C:7]([CH3:9])[C:6]([NH:10][C:11]([NH:13]/[N:14]=[CH:15]/[C:16]2[CH:21]=[CH:20][C:19]([C:22]3[N:26]=[CH:25][N:24]([C:27]4[CH:32]=[CH:31][C:30]([O:33][C:34]([F:37])([F:36])[F:35])=[CH:29][CH:28]=4)[N:23]=3)=[CH:18][CH:17]=2)=[S:12])=[C:5]([CH3:38])[CH:4]=1.Br[CH2:40][C:41](OC)=[O:42], predict the reaction product. (2) Given the reactants S(O)(O)(=O)=O.N[C:7]1[S:8][C:9]([C:12]2[CH:17]=[CH:16][CH:15]=[CH:14][CH:13]=2)=[N:10][N:11]=1.[BrH:18].N([O-])=O.[Na+], predict the reaction product. The product is: [Br:18][C:7]1[S:8][C:9]([C:12]2[CH:17]=[CH:16][CH:15]=[CH:14][CH:13]=2)=[N:10][N:11]=1.